From a dataset of Forward reaction prediction with 1.9M reactions from USPTO patents (1976-2016). Predict the product of the given reaction. (1) Given the reactants [Br:1][C:2]1[CH:9]=[C:8](F)[CH:7]=[CH:6][C:3]=1[CH:4]=[O:5].C(=O)([O-])[O-].[K+].[K+].[NH:17]1[CH2:22][CH2:21][CH2:20][CH2:19][CH2:18]1, predict the reaction product. The product is: [Br:1][C:2]1[CH:9]=[C:8]([N:17]2[CH2:22][CH2:21][CH2:20][CH2:19][CH2:18]2)[CH:7]=[CH:6][C:3]=1[CH:4]=[O:5]. (2) The product is: [C:8]([C:6]1[CH:5]=[CH:4][C:3]2[N:10]([C:11]3[CH:12]=[C:13]([CH:19]=[CH:20][CH:21]=3)[C:14]([O:16][CH2:17][CH3:18])=[O:15])[C:30]([CH2:29][C:25]3[CH:26]=[CH:27][CH:28]=[C:23]([F:22])[CH:24]=3)=[N:1][C:2]=2[CH:7]=1)#[N:9]. Given the reactants [NH2:1][C:2]1[CH:7]=[C:6]([C:8]#[N:9])[CH:5]=[CH:4][C:3]=1[NH:10][C:11]1[CH:12]=[C:13]([CH:19]=[CH:20][CH:21]=1)[C:14]([O:16][CH2:17][CH3:18])=[O:15].[F:22][C:23]1[CH:24]=[C:25]([CH2:29][C:30](Cl)=O)[CH:26]=[CH:27][CH:28]=1.C(=O)([O-])O.[Na+], predict the reaction product.